From a dataset of Peptide-MHC class I binding affinity with 185,985 pairs from IEDB/IMGT. Regression. Given a peptide amino acid sequence and an MHC pseudo amino acid sequence, predict their binding affinity value. This is MHC class I binding data. (1) The peptide sequence is FLPIFFIFA. The MHC is HLA-A02:12 with pseudo-sequence HLA-A02:12. The binding affinity (normalized) is 0.277. (2) The peptide sequence is GMLWMADVPL. The MHC is HLA-B08:01 with pseudo-sequence HLA-B08:01. The binding affinity (normalized) is 0.329. (3) The peptide sequence is LQIPFAMQM. The MHC is HLA-A69:01 with pseudo-sequence HLA-A69:01. The binding affinity (normalized) is 0.0847. (4) The peptide sequence is GTHYQNHGF. The MHC is HLA-A32:01 with pseudo-sequence HLA-A32:01. The binding affinity (normalized) is 0.834. (5) The MHC is HLA-A24:02 with pseudo-sequence HLA-A24:02. The peptide sequence is CYWPLNDYGF. The binding affinity (normalized) is 0.885. (6) The MHC is HLA-B07:02 with pseudo-sequence HLA-B07:02. The peptide sequence is ITGQIIFGF. The binding affinity (normalized) is 0.0847. (7) The peptide sequence is LRLSCAASGF. The MHC is HLA-B08:01 with pseudo-sequence HLA-B08:01. The binding affinity (normalized) is 0.210.